Dataset: Catalyst prediction with 721,799 reactions and 888 catalyst types from USPTO. Task: Predict which catalyst facilitates the given reaction. (1) Reactant: [F:1][C:2]1[CH:11]=[C:10](F)[C:9]([N+:13]([O-:15])=[O:14])=[CH:8][C:3]=1[C:4]([O:6][CH3:7])=[O:5].[NH2:16][CH:17]1[CH2:22][CH2:21][N:20]([C:23]([O:25][C:26]([CH3:29])([CH3:28])[CH3:27])=[O:24])[CH2:19][CH2:18]1. Product: [F:1][C:2]1[C:3]([C:4]([O:6][CH3:7])=[O:5])=[CH:8][C:9]([N+:13]([O-:15])=[O:14])=[C:10]([NH:16][CH:17]2[CH2:18][CH2:19][N:20]([C:23]([O:25][C:26]([CH3:29])([CH3:28])[CH3:27])=[O:24])[CH2:21][CH2:22]2)[CH:11]=1. The catalyst class is: 483. (2) Reactant: [CH2:1]([O:8][CH2:9][CH2:10][N:11]1[C:15]([C:16]2[CH:21]=[CH:20][C:19]([O:22]CC3C=CC=CC=3)=[CH:18][C:17]=2[O:30]CC2C=CC=CC=2)=[C:14]([CH:38]2[CH2:43][CH2:42][CH2:41][CH2:40][CH2:39]2)[C:13]2[S:44][C:45]([C:47]([O:49][CH3:50])=[O:48])=[CH:46][C:12]1=2)[C:2]1C=CC=CC=1.Br.C(O)(=[O:54])C. Product: [C:1]([O:8][CH2:9][CH2:10][N:11]1[C:15]([C:16]2[CH:21]=[CH:20][C:19]([OH:22])=[CH:18][C:17]=2[OH:30])=[C:14]([CH:38]2[CH2:39][CH2:40][CH2:41][CH2:42][CH2:43]2)[C:13]2[S:44][C:45]([C:47]([O:49][CH3:50])=[O:48])=[CH:46][C:12]1=2)(=[O:54])[CH3:2]. The catalyst class is: 15. (3) Reactant: [CH3:1][C:2]1[N:6]([C:7]2[CH:12]=[CH:11][C:10]([F:13])=[CH:9][CH:8]=2)[C:5]([C:14]2[CH:19]=[CH:18][C:17]([S:20]([CH3:23])(=[O:22])=[O:21])=[CH:16][CH:15]=2)=[CH:4][C:3]=1[CH2:24][CH2:25]OC.P(Br)(Br)[Br:29]. Product: [Br:29][CH2:25][CH2:24][C:3]1[CH:4]=[C:5]([C:14]2[CH:19]=[CH:18][C:17]([S:20]([CH3:23])(=[O:22])=[O:21])=[CH:16][CH:15]=2)[N:6]([C:7]2[CH:12]=[CH:11][C:10]([F:13])=[CH:9][CH:8]=2)[C:2]=1[CH3:1]. The catalyst class is: 22. (4) Reactant: S(Cl)(Cl)=O.C(O)(=O)CCCCCCCCCCC.C(Cl)(=O)CCCCCCCCCCC.[C:33]([N:46]=[C:47]=[S:48])(=[O:45])[CH2:34][CH2:35][CH2:36][CH2:37][CH2:38][CH2:39][CH2:40][CH2:41][CH2:42][CH2:43][CH3:44].[CH3:49][O:50][C:51]1[CH:52]=[C:53]2[C:58](=[CH:59][C:60]=1[O:61][CH3:62])[N:57]=[CH:56][CH:55]=[C:54]2[O:63][C:64]1[CH:70]=[CH:69][C:67]([NH2:68])=[C:66]([F:71])[CH:65]=1. Product: [CH3:49][O:50][C:51]1[CH:52]=[C:53]2[C:58](=[CH:59][C:60]=1[O:61][CH3:62])[N:57]=[CH:56][CH:55]=[C:54]2[O:63][C:64]1[CH:70]=[CH:69][C:67]([NH:68][C:47]([NH:46][C:33](=[O:45])[CH2:34][CH2:35][CH2:36][CH2:37][CH2:38][CH2:39][CH2:40][CH2:41][CH2:42][CH2:43][CH3:44])=[S:48])=[C:66]([F:71])[CH:65]=1. The catalyst class is: 548.